This data is from Forward reaction prediction with 1.9M reactions from USPTO patents (1976-2016). The task is: Predict the product of the given reaction. Given the reactants [Cl:1][C:2]1[CH:16]=[N:15][C:5]2[NH:6][C:7]3[CH2:8][CH2:9][CH:10](Br)[C:11](=[O:13])[C:12]=3[C:4]=2[CH:3]=1.[Br-].[Li+].C(=O)([O-])[O-].[Li+].[Li+].CN(C)C=O, predict the reaction product. The product is: [Cl:1][C:2]1[CH:16]=[N:15][C:5]2[NH:6][C:7]3[CH:8]=[CH:9][CH:10]=[C:11]([OH:13])[C:12]=3[C:4]=2[CH:3]=1.